Dataset: Catalyst prediction with 721,799 reactions and 888 catalyst types from USPTO. Task: Predict which catalyst facilitates the given reaction. (1) Reactant: [CH3:1][N:2]1[C:6]2[CH:7]=[CH:8][C:9]([N:11]3[CH:16]=[C:15]([C:17]([O:19][CH2:20][CH3:21])=[O:18])[C:14](=[O:22])[NH:13][C:12]3=[O:23])=[CH:10][C:5]=2[NH:4][C:3]1=[O:24].Br[CH2:26][C:27]1[CH:32]=[CH:31][CH:30]=[C:29]([Cl:33])[C:28]=1[C:34]([F:37])([F:36])[F:35].C(=O)([O-])[O-].[K+].[K+].[I-].[K+]. Product: [Cl:33][C:29]1[C:28]([C:34]([F:35])([F:36])[F:37])=[C:27]([CH:32]=[CH:31][CH:30]=1)[CH2:26][N:13]1[C:14](=[O:22])[C:15]([C:17]([O:19][CH2:20][CH3:21])=[O:18])=[CH:16][N:11]([C:9]2[CH:8]=[CH:7][C:6]3[N:2]([CH3:1])[C:3](=[O:24])[NH:4][C:5]=3[CH:10]=2)[C:12]1=[O:23]. The catalyst class is: 18. (2) Reactant: [C:1]([C:4]1[CH:5]=[CH:6][C:7](Br)=[N:8][CH:9]=1)(=[O:3])[CH3:2].[C:11]1(B(O)O)[CH:16]=[CH:15][CH:14]=[CH:13][CH:12]=1.C([O-])([O-])=O.[Na+].[Na+].C(#N)C. Product: [C:11]1([C:7]2[N:8]=[CH:9][C:4]([C:1](=[O:3])[CH3:2])=[CH:5][CH:6]=2)[CH:16]=[CH:15][CH:14]=[CH:13][CH:12]=1. The catalyst class is: 189.